From a dataset of CYP1A2 inhibition data for predicting drug metabolism from PubChem BioAssay. Regression/Classification. Given a drug SMILES string, predict its absorption, distribution, metabolism, or excretion properties. Task type varies by dataset: regression for continuous measurements (e.g., permeability, clearance, half-life) or binary classification for categorical outcomes (e.g., BBB penetration, CYP inhibition). Dataset: cyp1a2_veith. (1) The compound is CC1=NN(c2ccc(S(=O)(=O)O)cc2)C(=O)/C1=C\c1ccc(Cl)cc1.c1ccncc1. The result is 0 (non-inhibitor). (2) The result is 1 (inhibitor). The compound is Cn1cc(/C=N/n2cnc3sc4c(c3c2=O)CCCC4)c2ccccc21.